Dataset: Experimentally validated miRNA-target interactions with 360,000+ pairs, plus equal number of negative samples. Task: Binary Classification. Given a miRNA mature sequence and a target amino acid sequence, predict their likelihood of interaction. (1) The miRNA is hsa-miR-323a-5p with sequence AGGUGGUCCGUGGCGCGUUCGC. The protein sequence of the target gene is MASASGAMAKHEQILVLDPPTDLKFKGPFTDVVTTNLKLRNPSDRKVCFKVKTTAPRRYCVRPNSGIIDPGSTVTVSVMLQPFDYDPNEKSKHKFMVQTIFAPPNTSDMEAVWKEAKPDELMDSKLRCVFEMPNENDKLNDMEPSKAVPLNASKQDGPMPKPHSVSLNDTETRKLMEECKRLQGEMMKLSEENRHLRDEGLRLRKVAHSDKPGSTSTASFRDNVTSPLPSLLVVIAAIFIGFFLGKFIL. Result: 0 (no interaction). (2) The miRNA is bta-miR-26a with sequence UUCAAGUAAUCCAGGAUAGGCU. The protein sequence of the target gene is MLQRGLWPWRTRLLPTPGTWRPARPWPLPPPPQVLRVKLCGNVKYYQSHHYSTVVPPDEITVIYRHGLPLVTLTLPSRKERCQFVVKPMLSTVGSFLQDLQNEDKGIKTAAIFTADGNMISASTLMDILLMNDFKLVINKIAYDVQCPKREKPSNEHTAEMEHMKSLVHRLFTILHLEESQKKREHHLLEKIDHLKEQLQPLEQVKAGIEAHSEAKTSGLLWAGLALLSIQGGALAWLTWWVYSWDIMEPVTYFITFANSMVFFAYFIVTRQDYTYSAVKSRQFLQFFHKKSKQQHFDVQ.... Result: 0 (no interaction). (3) The miRNA is hsa-miR-4258 with sequence CCCCGCCACCGCCUUGG. The protein sequence of the target gene is MGSCARLLLLWGCTVVAAGLSGVAGVSSRCEKACNPRMGNLALGRKLWADTTCGQNATELYCFYSENTDLTCRQPKCDKCNAAYPHLAHLPSAMADSSFRFPRTWWQSAEDVHREKIQLDLEAEFYFTHLIVMFKSPRPAAMVLDRSQDFGKTWKPYKYFATNCSATFGLEDDVVKKGAICTSKYSSPFPCTGGEVIFKALSPPYDTENPYSAKVQEQLKITNLRVQLLKRQSCPCQRNDLNEEPQHFTHYAIYDFIVKGSCFCNGHADQCIPVHGFRPVKAPGTFHMVHGKCMCKHNTA.... Result: 0 (no interaction). (4) The miRNA is hsa-miR-6073 with sequence GGUAGUGAGUUAUCAGCUAC. The protein sequence of the target gene is MSERRVVVDLPTSASSSMPLQRRRASFRGPRSSSSLESPPASRTNAMSGLVRAPGVYVGTAPSGCIGGLGARVTRRALGISSVFLQGLRSSGLATVPAPGLERDHGAVEDLGGCLVEYMAKVHALEQVSQELETQLRMHLESKATRSGNWGALRASWASSCQQVGEAVLENARLMLQTETIQAGADDFKERYENEQPFRKAAEEEINSLYKVIDEANLTKMDLESQIESLKEELGSLSRNYEEDVKLLHKQLAGCELEQMDAPIGTGLDDILETIRIQWERDVEKNRVEAGALLQAKQQA.... Result: 0 (no interaction). (5) The protein sequence of the target gene is MALRKRSPHGLGFLCCFGGSDLPEIDLRDSHPLQYLEFSGPIPNPEELNVRFAELVDELDLTDKNREAVFALPPEKKWQIYCSKRKEQEDPNKLATSWPEYYIDRINAMAAMQNLYETEDEETDKRNQVVEDLKTALRTQPMRFVTRFIDLEGLTCLLNFLRGMDHTTCESRIHTSLIGCIKALMNNSQGRAHVLAQPEAISIIAQSLRTENSKTKVAVLEILGAVCLVPGGHKKVLQAMLHYQAYAAERTRFQTLLNELDRSLGRYRDEVNLKTAIMSFINAVLNAGAGEDNLEFRLHL.... Result: 0 (no interaction). The miRNA is hsa-miR-6891-5p with sequence UAAGGAGGGGGAUGAGGGG. (6) The protein sequence of the target gene is MPSEKTFKQRRSFEQRVEDVRLIREQHPTKIPVIIERYKGEKQLPVLDKTKFLVPDHVNMSELIKIIRRRLQLNANQAFFLLVNGHSMVSVSTPISEVYESERDEDGFLYMVYASQETFGTAMAV. Result: 0 (no interaction). The miRNA is hsa-miR-133a-5p with sequence AGCUGGUAAAAUGGAACCAAAU. (7) The miRNA is mmu-miR-380-5p with sequence AUGGUUGACCAUAGAACAUGCG. The protein sequence of the target gene is MDVNIAPLRAWDDFFPGSDRFARPDFRDISKWNNRVVSNLLYYQTNYLVVAAMMISIVGFLSPFNMILGGIVVVLVFTGFVWAAHNKDVLRRMKKRYPTTFVMVVMLASYFLISMFGGVMVFVFGITFPLLLMFIHASLRLRNLKNKLENKMEGIGLKRTPMGIVLDALEQQEEGINRLTDYISKVKE. Result: 0 (no interaction). (8) The miRNA is hsa-miR-4470 with sequence UGGCAAACGUGGAAGCCGAGA. The protein sequence of the target gene is MGRIGISCLFPASWHFSISPVGCPRILNTNLRQIVVISILAAAVSLLYFSVVIIRSKYGWLSKDKKFQRYLARVTDVEATDTNNPSVNYGIVVDCGSSGSRIFVYCWPRHNGNPHDLLDIRQMRDKNRKPVVMKIKPGISEFATSPEKVSDYISPLLSFAAEHVPRAKHKETPLYILCTAGMRVLPESQQKAILEDLLTDIPVHYDFLFSDSHAEVISGKQEGVYAWIGINFVLGRFEHIEEDDEAVVEVNIPGSESSEAIVRKRTAGVLDMGGVSTQIAYEVPQTVSFASSQQEEVAKN.... Result: 0 (no interaction). (9) The miRNA is hsa-miR-4500 with sequence UGAGGUAGUAGUUUCUU. The protein sequence of the target gene is MASKLLRAVILGPPGSGKGTVCQRIAQNFGLQHLSSGHFLRENIKASTEVGEMAKQYIEKSLLVPDHVITRLMMSELENRRGQHWLLDGFPRTLGQAEALDKICEVDLVISLNIPFETLKDRLSRRWIHPPSGRVYNLDFNPPHVHGIDDVTGEPLVQQEDDKPEAVAARLRQYKDVAKPVIELYKSRGVLHQFSGTETNKIWPYVYTLFSNKITPIQSKEAY. Result: 1 (interaction).